Task: Predict the reactants needed to synthesize the given product.. Dataset: Full USPTO retrosynthesis dataset with 1.9M reactions from patents (1976-2016) Given the product [Cl:8][C:4]1[C:3]([NH2:9])=[C:2]([NH2:1])[CH:7]=[CH:6][N:5]=1, predict the reactants needed to synthesize it. The reactants are: [NH2:1][C:2]1[CH:7]=[CH:6][N:5]=[C:4]([Cl:8])[C:3]=1[N+:9]([O-])=O.